Task: Predict which catalyst facilitates the given reaction.. Dataset: Catalyst prediction with 721,799 reactions and 888 catalyst types from USPTO (1) Reactant: [ClH:1].Cl.[CH3:3][O:4][C:5]1[CH:6]=[C:7]([N:11]2[CH2:16][CH2:15][NH:14][CH2:13][CH2:12]2)[CH:8]=[CH:9][CH:10]=1.[Cl:17]N1C(=O)CCC1=O. Product: [ClH:17].[Cl:1][C:8]1[CH:9]=[CH:10][C:5]([O:4][CH3:3])=[CH:6][C:7]=1[N:11]1[CH2:16][CH2:15][NH:14][CH2:13][CH2:12]1. The catalyst class is: 86. (2) Reactant: [Cl:1][C:2]1[CH:17]=[CH:16][C:5]([CH2:6][CH2:7][O:8][C:9]2[N:10]=[N:11][C:12](I)=[CH:13][CH:14]=2)=[CH:4][CH:3]=1.[C:18]([C:21]1[CH:22]=[C:23](B(O)O)[CH:24]=[CH:25][CH:26]=1)([OH:20])=[O:19].C(=O)([O-])[O-].[Na+].[Na+]. Product: [Cl:1][C:2]1[CH:17]=[CH:16][C:5]([CH2:6][CH2:7][O:8][C:9]2[N:10]=[N:11][C:12]([C:25]3[CH:26]=[C:21]([CH:22]=[CH:23][CH:24]=3)[C:18]([OH:20])=[O:19])=[CH:13][CH:14]=2)=[CH:4][CH:3]=1. The catalyst class is: 460. (3) Reactant: [CH2:1]([OH:9])[CH2:2][CH2:3][CH2:4][CH2:5][CH2:6][CH2:7][CH3:8].[Na].[C:11]([O:15][C:16]([CH3:19])([CH3:18])[CH3:17])(=[O:14])[CH:12]=[CH2:13].Cl. Product: [CH2:1]([O:9][CH2:13][CH2:12][C:11]([O:15][C:16]([CH3:19])([CH3:18])[CH3:17])=[O:14])[CH2:2][CH2:3][CH2:4][CH2:5][CH2:6][CH2:7][CH3:8]. The catalyst class is: 7.